From a dataset of Full USPTO retrosynthesis dataset with 1.9M reactions from patents (1976-2016). Predict the reactants needed to synthesize the given product. (1) Given the product [OH:17]/[N:16]=[C:12](\[NH2:13])/[C:11]1[CH:10]=[CH:9][C:8]([O:1][C:2]2[CH:7]=[CH:6][CH:5]=[CH:4][CH:3]=2)=[CH:15][CH:14]=1, predict the reactants needed to synthesize it. The reactants are: [O:1]([C:8]1[CH:15]=[CH:14][C:11]([C:12]#[N:13])=[CH:10][CH:9]=1)[C:2]1[CH:7]=[CH:6][CH:5]=[CH:4][CH:3]=1.[NH2:16][OH:17]. (2) Given the product [CH2:16]([O:23][C:24]([N:1]1[CH2:6][CH2:5][CH:4]([CH2:7][OH:8])[CH2:3][CH2:2]1)=[O:25])[C:17]1[CH:22]=[CH:21][CH:20]=[CH:19][CH:18]=1, predict the reactants needed to synthesize it. The reactants are: [NH:1]1[CH2:6][CH2:5][CH:4]([CH2:7][OH:8])[CH2:3][CH2:2]1.C(N(CC)CC)C.[CH2:16]([O:23][C:24](Cl)=[O:25])[C:17]1[CH:22]=[CH:21][CH:20]=[CH:19][CH:18]=1. (3) Given the product [C:10]1([CH2:11][C:14](=[O:16])[CH3:15])[C:4]2[C:5](=[CH:6][CH:1]=[CH:2][CH:3]=2)[CH:7]=[CH:8][CH:9]=1, predict the reactants needed to synthesize it. The reactants are: [CH:1]1[CH:2]=[CH:3][C:4]2[C:5](=[CH:7][CH:8]=[CH:9][C:10]=2[C:11](O)=O)[CH:6]=1.[C:14](OC(=O)C)(=[O:16])[CH3:15].N1C=CC=CC=1. (4) The reactants are: [C:1]([O:5][C:6]([N:8]1[CH2:13][CH2:12][CH2:11][C@@H:10]([C:14]([OH:16])=O)[CH2:9]1)=[O:7])([CH3:4])([CH3:3])[CH3:2].ClC(N(C)C)=C(C)C.[Cl:25][C:26]1[C:27]([C:40]2[C:45]([Cl:46])=[CH:44][N:43]=[C:42]([NH2:47])[CH:41]=2)=[N:28][C:29]([NH:32][CH2:33][CH:34]2[CH2:39][CH2:38][O:37][CH2:36][CH2:35]2)=[CH:30][CH:31]=1.N1C=CC=CC=1. Given the product [C:1]([O:5][C:6]([N:8]1[CH2:13][CH2:12][CH2:11][C@@H:10]([C:14](=[O:16])[NH:47][C:42]2[CH:41]=[C:40]([C:27]3[C:26]([Cl:25])=[CH:31][CH:30]=[C:29]([NH:32][CH2:33][CH:34]4[CH2:39][CH2:38][O:37][CH2:36][CH2:35]4)[N:28]=3)[C:45]([Cl:46])=[CH:44][N:43]=2)[CH2:9]1)=[O:7])([CH3:2])([CH3:3])[CH3:4], predict the reactants needed to synthesize it.